From a dataset of Experimentally validated miRNA-target interactions with 360,000+ pairs, plus equal number of negative samples. Binary Classification. Given a miRNA mature sequence and a target amino acid sequence, predict their likelihood of interaction. (1) The miRNA is hsa-miR-485-5p with sequence AGAGGCUGGCCGUGAUGAAUUC. The protein sequence of the target gene is MGPLTFMDVAIEFCLEEWQCLDIAQQNLYRNVMLENYRNLVFLGIAVSKPDLITCLEQEKEPWEPMRRHEMVAKPPVMCSHFTQDFWPEQHIKDPFQKATLRRYKNCEHKNVHLKKDHKSVDECKVHRGGYNGFNQCLPATQSKIFLFDKCVKAFHKFSNSNRHKISHTEKKLFKCKECGKSFCMLPHLAQHKIIHTRVNFCKCEKCGKAFNCPSIITKHKRINTGEKPYTCEECGKVFNWSSRLTTHKKNYTRYKLYKCEECGKAFNKSSILTTHKIIRTGEKFYKCKECAKAFNQSSN.... Result: 1 (interaction). (2) The miRNA is cel-miR-81-3p with sequence UGAGAUCAUCGUGAAAGCUAGU. The protein sequence of the target gene is MAAPPGEYFSVGSQVSCRTCQEQRLQGEVVAFDYQSKMLALKCPSSSGKPNHADILLINLQYVSEVEIINDRTETPPPLASLNVSKLASKARTEKEEKLSQAYAISAGVSLEGQQLFQTIHKTIKDCKWQEKNIVVMEEVVITPPYQVENCKGKEGSALSHVRKIVEKHFRDVESQKILQRSQAQQPQKEAALSS. Result: 0 (no interaction). (3) The miRNA is hsa-miR-1226-3p with sequence UCACCAGCCCUGUGUUCCCUAG. The protein sequence of the target gene is MIQSQISFEDVAVDFTLEEWQLLNPTQKNLYRDVMLENYSNLVFLEVWLDNPKMWLRDNQDNLKSMERGHKYDVFGKIFNSSINIVHVGLRSHKCGTGEKSLKCPFDLLIPKNNCERKKIDELNKKLLFCIKPGRTHGGIKYCDCSTCRKSSNEEPWLTANHITHTGVYLCMECGRFFNKKSQLVIHQRTHTGEKPYQCSECGKAFSQKSLLTVHQRTHSGEKPHGCSECQKAFSRKSLLILHQRIHTGEKPYGCSECGKAFSRKSQLKRHQITHTIEKPYSCSECGKAFSQKLKLITHQ.... Result: 0 (no interaction). (4) The miRNA is gga-miR-15b-5p with sequence UAGCAGCACAUCAUGGUUUGCA. The protein sequence of the target gene is MPGGKRGLVAPQNTFLENIVRRSSESSFLLGNAQIVDWPVVYSNDGFCKLSGYHRADVMQKSSTCSFMYGELTDKKTIEKVRQTFDNYESNCFEVLLYKKNRTPVWFYMQIAPIRNEHEKVVLFLCTFKDITLFKQPIEDDSTKGWTKFARLTRALTNSRSVLQQLTPMNKTETVHKHSRLAEVLQLGSDILPQYKQEAPKTPPHIILHYCAFKTTWDWVILILTFYTAIMVPYNVSFKTKQNNIAWLVLDSVVDVIFLVDIVLNFHTTFVGPGGEVISDPKLIRMNYLKTWFVIDLLSC.... Result: 0 (no interaction). (5) The miRNA is hsa-miR-8061 with sequence CUUAGAUUAGAGGAUAUUGUU. The protein sequence of the target gene is MASCRAWNLRVLVAVVCGLLTGIILGLGIWRIVIRIQRGKSTSSSSTPTEFCRNGGTWENGRCICTEEWKGLRCTIANFCENSTYMGFTFARIPVGRYGPSLQTCGKDTPNAGNPMAVRLCSLSLYGEIELQKVTIGNCNENLETLEKQVKDVTAPLNNISSEVQILTSDANKLTAENITSATRVVGQIFNTSRNASPEAKKVAIVTVSQLLDASEDAFQRVAATANDDALTTLIEQMETYSLSLGNQSVVEPNIAIQSANFSSENAVGPSNVRFSVQKGASSSLVSSSTFIHTNVDGLN.... Result: 0 (no interaction).